Dataset: Catalyst prediction with 721,799 reactions and 888 catalyst types from USPTO. Task: Predict which catalyst facilitates the given reaction. (1) Reactant: [N+:1]([C:4]1[CH:5]=[C:6]([CH:13]=[CH:14][CH:15]=1)[CH2:7][O:8][CH:9]1[CH2:12][O:11][CH2:10]1)([O-])=O. Product: [O:11]1[CH2:12][CH:9]([O:8][CH2:7][C:6]2[CH:5]=[C:4]([CH:15]=[CH:14][CH:13]=2)[NH2:1])[CH2:10]1. The catalyst class is: 19. (2) The catalyst class is: 11. Reactant: [F:1][C:2]1[C:10]([O:11][CH3:12])=[CH:9][CH:8]=[CH:7][C:3]=1C(O)=O.C([N:15](CC)CC)C.C1(P(N=[N+]=[N-])(C2C=CC=CC=2)=O)C=CC=CC=1.CC(O)(C)C. Product: [F:1][C:2]1[C:10]([O:11][CH3:12])=[CH:9][CH:8]=[CH:7][C:3]=1[NH2:15]. (3) Reactant: [F:1][C:2]1[C:3]([C:31]2[CH:36]=[CH:35][CH:34]=[CH:33][CH:32]=2)=[C:4]([CH3:30])[C:5]([C:28]#[N:29])=[C:6]2[C:10]=1[O:9][C:8]([N:11]([CH3:27])[CH2:12][C:13]1[N:14](CC3C=CC(OC)=CC=3)[N:15]=[CH:16][N:17]=1)=[N:7]2. Product: [F:1][C:2]1[C:3]([C:31]2[CH:36]=[CH:35][CH:34]=[CH:33][CH:32]=2)=[C:4]([CH3:30])[C:5]([C:28]#[N:29])=[C:6]2[C:10]=1[O:9][C:8]([N:11]([CH3:27])[CH2:12][C:13]1[NH:14][N:15]=[CH:16][N:17]=1)=[N:7]2. The catalyst class is: 55. (4) The catalyst class is: 822. Product: [F:1][C:2]([F:20])([CH2:3][CH2:4][O:5][CH2:6][CH2:7][CH2:8][CH2:9][C:10]1[CH:15]=[CH:14][CH:13]=[CH:12][CH:11]=1)[CH2:16][CH2:17][CH:18]=[O:22]. Reactant: [F:1][C:2]([F:20])([CH2:16][CH2:17][CH2:18]C)[CH:3]=[CH:4][O:5][CH2:6][CH2:7][CH2:8][CH2:9][C:10]1[CH:15]=[CH:14][CH:13]=[CH:12][CH:11]=1.I([O-])(=O)(=O)=[O:22].[Na+]. (5) Reactant: [C:1]([C:3]1[CH:4]=[C:5]([C:13]2[O:17][N:16]=[C:15]([C:18]3[CH:32]=[CH:31][C:21]4[CH2:22][CH2:23][N:24]([CH2:27][C:28]([OH:30])=O)[CH2:25][CH2:26][C:20]=4[CH:19]=3)[N:14]=2)[CH:6]=[CH:7][C:8]=1[O:9][CH:10]([CH3:12])[CH3:11])#[N:2].C(Cl)CCl.C(N1CCOCC1)C.C1C=CC2N(O)N=NC=2C=1.[CH3:55][C:56]([Si:59]([CH3:66])([CH3:65])[O:60][CH2:61][C@@H:62]([NH2:64])[CH3:63])([CH3:58])[CH3:57]. Product: [C:1]([C:3]1[CH:4]=[C:5]([C:13]2[O:17][N:16]=[C:15]([C:18]3[CH:32]=[CH:31][C:21]4[CH2:22][CH2:23][N:24]([CH2:27][C:28]([NH:64][C@@H:62]([CH3:63])[CH2:61][O:60][Si:59]([C:56]([CH3:58])([CH3:57])[CH3:55])([CH3:65])[CH3:66])=[O:30])[CH2:25][CH2:26][C:20]=4[CH:19]=3)[N:14]=2)[CH:6]=[CH:7][C:8]=1[O:9][CH:10]([CH3:12])[CH3:11])#[N:2]. The catalyst class is: 3. (6) Reactant: [N+:1]([C:4]1[CH:26]=[CH:25][C:7]([CH2:8][C@@H:9]2[N:13]([C:14]([O:16][C:17]([CH3:20])([CH3:19])[CH3:18])=[O:15])[C:12](=[O:21])[C@@H:11]([CH2:22][CH:23]=[O:24])[CH2:10]2)=[CH:6][CH:5]=1)([O-:3])=[O:2].[BH4-].[Na+]. Product: [OH:24][CH2:23][CH2:22][C@H:11]1[CH2:10][C@H:9]([CH2:8][C:7]2[CH:25]=[CH:26][C:4]([N+:1]([O-:3])=[O:2])=[CH:5][CH:6]=2)[N:13]([C:14]([O:16][C:17]([CH3:19])([CH3:18])[CH3:20])=[O:15])[C:12]1=[O:21]. The catalyst class is: 5. (7) Reactant: [C:1]1(S([O-])(=O)=O)[C:10]2[C:5](=[CH:6][CH:7]=[CH:8][CH:9]=2)[CH:4]=[CH:3][CH:2]=1.[Na+].C=O.[Cl-].[K+].CC(C1CC[C@H]2C(=CC[C@H]3[C@@](C(O)=O)(C)CCC[C@@]32C)C=1)C.P([O-])([O-])([O-])=O.[K+].[K+].[K+].[OH-].[K+].[CH2:52]([N:54]([CH2:55][C:56](O)=O)[CH2:53][C:52](O)=O)[CH2:53][N:54](CC(O)=O)[CH2:55][C:56](O)=O.S([O-])[O-].C=O.[Na+].[Na+].C=CC1C=CC=CC=1.N1(CCC=CC2C=CC=CC=2)CCCC1.C(NO)(C)C. Product: [CH2:7]=[CH:6][C:5]1[CH:10]=[CH:1][CH:2]=[CH:3][CH:4]=1.[CH2:10]=[CH:1][CH:2]=[CH2:3].[N:54]1([CH2:6][CH2:7][CH:8]=[CH:9][C:10]2[CH:1]=[CH:2][CH:3]=[CH:4][CH:5]=2)[CH2:55][CH2:56][CH2:52][CH2:53]1. The catalyst class is: 6. (8) Reactant: [N:1]1[CH:6]=[CH:5][CH:4]=[CH:3][C:2]=1[C:7]([O:9]CC)=O.[NH2:12][NH2:13].C(OCC)C. Product: [N:1]1[CH:6]=[CH:5][CH:4]=[CH:3][C:2]=1[C:7]([NH:12][NH2:13])=[O:9]. The catalyst class is: 8.